Predict the product of the given reaction. From a dataset of Forward reaction prediction with 1.9M reactions from USPTO patents (1976-2016). (1) Given the reactants [NH2:1][C:2]1[CH:3]=[C:4]([C:8]2[C:9]([CH3:16])([CH3:15])[CH2:10][C:11](=[O:14])[NH:12][N:13]=2)[CH:5]=[CH:6][CH:7]=1.[Br:17][C:18]1[CH:19]=[C:20]([N:24]=[C:25]=[O:26])[CH:21]=[CH:22][CH:23]=1, predict the reaction product. The product is: [Br:17][C:18]1[CH:19]=[C:20]([NH:24][C:25]([NH:1][C:2]2[CH:7]=[CH:6][CH:5]=[C:4]([C:8]3[C:9]([CH3:16])([CH3:15])[CH2:10][C:11](=[O:14])[NH:12][N:13]=3)[CH:3]=2)=[O:26])[CH:21]=[CH:22][CH:23]=1. (2) Given the reactants [CH:1]1([NH:7][C:8]([N:10]2[CH2:14][CH2:13][CH:12]([C:15]3[CH:20]=[CH:19][C:18]([O:21]CC4C=CC=CC=4)=[CH:17][C:16]=3[O:29]CC3C=CC=CC=3)[CH2:11]2)=[O:9])[CH2:6][CH2:5][CH2:4][CH2:3][CH2:2]1, predict the reaction product. The product is: [CH:1]1([NH:7][C:8]([N:10]2[CH2:14][CH2:13][CH:12]([C:15]3[CH:20]=[CH:19][C:18]([OH:21])=[CH:17][C:16]=3[OH:29])[CH2:11]2)=[O:9])[CH2:6][CH2:5][CH2:4][CH2:3][CH2:2]1. (3) Given the reactants Br[C:2]1[C:7]([O:8][C:9]([F:12])([F:11])[F:10])=[CH:6][CH:5]=[CH:4][N:3]=1.[CH:13]1(B(O)O)[CH2:15][CH2:14]1.[O-]P([O-])([O-])=O.[K+].[K+].[K+].C1(P(C2CCCCC2)C2CCCCC2)CCCCC1, predict the reaction product. The product is: [CH:13]1([C:2]2[C:7]([O:8][C:9]([F:12])([F:11])[F:10])=[CH:6][CH:5]=[CH:4][N:3]=2)[CH2:15][CH2:14]1.